This data is from Peptide-MHC class I binding affinity with 185,985 pairs from IEDB/IMGT. The task is: Regression. Given a peptide amino acid sequence and an MHC pseudo amino acid sequence, predict their binding affinity value. This is MHC class I binding data. (1) The peptide sequence is NAVYQCRKLR. The MHC is HLA-A03:01 with pseudo-sequence HLA-A03:01. The binding affinity (normalized) is 0.178. (2) The peptide sequence is VFVLGFLGF. The MHC is Mamu-B52 with pseudo-sequence Mamu-B52. The binding affinity (normalized) is 0.392. (3) The peptide sequence is TVANNPDDK. The MHC is HLA-B40:01 with pseudo-sequence HLA-B40:01. The binding affinity (normalized) is 0.0847. (4) The peptide sequence is RVKEKYQHL. The MHC is HLA-B45:01 with pseudo-sequence HLA-B45:01. The binding affinity (normalized) is 0. (5) The peptide sequence is HINKLFSVF. The MHC is HLA-B15:01 with pseudo-sequence HLA-B15:01. The binding affinity (normalized) is 1.00.